From a dataset of hERG potassium channel inhibition data for cardiac toxicity prediction from Karim et al.. Regression/Classification. Given a drug SMILES string, predict its toxicity properties. Task type varies by dataset: regression for continuous values (e.g., LD50, hERG inhibition percentage) or binary classification for toxic/non-toxic outcomes (e.g., AMES mutagenicity, cardiotoxicity, hepatotoxicity). Dataset: herg_karim. (1) The compound is COC(=O)C1(COc2ccc3ncc(F)c(CCC45CCC(NCc6ccc7c(n6)NC(=O)CO7)(CC4)CO5)c3n2)CC1. The result is 1 (blocker). (2) The drug is COc1ccc(CN2CCC(NC(=O)C3=CC(=O)c4ccc(F)cc4C3)CC2)cc1F. The result is 1 (blocker). (3) The compound is CCN(C(=O)Cc1ccc(S(C)(=O)=O)cc1)C1CCN(CCC(c2ccccc2)N2CCN(c3ccccc3)CC2)CC1. The result is 0 (non-blocker). (4) The compound is C[n+]1c(C#Cc2ccc(-c3ccc(Cl)cc3)cc2)cccc1C#Cc1ccc(-c2ccc(Cl)cc2)cc1. The result is 1 (blocker). (5) The compound is CS(=O)(=O)Nc1ccc2c(c1)C(=O)CC1(CCN(CCc3ccc4nonc4c3)CC1)O2. The result is 1 (blocker). (6) The drug is CC(C(=O)NC1(c2ccccc2)CCC(N2CCC3(CCCO3)CC2)CC1)c1cc(C(F)(F)F)cc(C(F)(F)F)c1. The result is 1 (blocker). (7) The compound is CS(=O)(=O)N1CCN(Cc2cn3cc(-c4cccc5[nH]ncc45)nc(N4CCOCC4)c3n2)CC1. The result is 0 (non-blocker). (8) The drug is C(#Cc1cc(-c2[nH]nc3c2Cc2cc(Cn4cccn4)ccc2-3)cs1)COc1ccccc1. The result is 0 (non-blocker). (9) The compound is CN1CCC(Oc2cccc3ncnc(Nc4ccc(OCc5ccccn5)c(Cl)c4)c23)CC1. The result is 1 (blocker). (10) The molecule is CNCc1cc(F)ccc1Oc1ccc(F)c(Cl)c1. The result is 1 (blocker).